From a dataset of Peptide-MHC class I binding affinity with 185,985 pairs from IEDB/IMGT. Regression. Given a peptide amino acid sequence and an MHC pseudo amino acid sequence, predict their binding affinity value. This is MHC class I binding data. (1) The peptide sequence is MTNRQFHQK. The MHC is HLA-A68:01 with pseudo-sequence HLA-A68:01. The binding affinity (normalized) is 0.784. (2) The peptide sequence is KELQRREVY. The MHC is Mamu-A11 with pseudo-sequence Mamu-A11. The binding affinity (normalized) is 0.398. (3) The peptide sequence is LLACLCKHKK. The MHC is HLA-A03:01 with pseudo-sequence HLA-A03:01. The binding affinity (normalized) is 0.428. (4) The peptide sequence is AYAKAAAAF. The MHC is HLA-A02:01 with pseudo-sequence HLA-A02:01. The binding affinity (normalized) is 0.149.